Predict the product of the given reaction. From a dataset of Forward reaction prediction with 1.9M reactions from USPTO patents (1976-2016). The product is: [NH4+:4].[OH-:1].[CH2:24]([O:25][C:19](=[O:21])[CH:20]=[C:2]1[CH2:5][N:4]([C:6]([O:8][C:9]([CH3:12])([CH3:11])[CH3:10])=[O:7])[CH2:3]1)[CH3:23]. Given the reactants [O:1]=[C:2]1[CH2:5][N:4]([C:6]([O:8][C:9]([CH3:12])([CH3:11])[CH3:10])=[O:7])[CH2:3]1.[H-].[Na+].C(Cl)Cl.C[CH:19]([OH:21])[CH3:20].C1C[O:25][CH2:24][CH2:23]1, predict the reaction product.